Dataset: Catalyst prediction with 721,799 reactions and 888 catalyst types from USPTO. Task: Predict which catalyst facilitates the given reaction. (1) Reactant: [CH:1]1([NH2+]C2CCCCC2)CCCCC1.[C:14]([O:18][C:19]([NH:21][C@@H:22]([CH2:26][C:27]1[CH:32]=[CH:31][C:30]([OH:33])=[C:29]([Cl:34])[CH:28]=1)[C:23]([O-:25])=[O:24])=[O:20])([CH3:17])([CH3:16])[CH3:15].O[Li].O.COS(OC)(=O)=O.C(C)(C)C.C(OC(C)(C)C)=O. Product: [CH3:1][O:24][C:23](=[O:25])[C@@H:22]([NH:21][C:19]([O:18][C:14]([CH3:17])([CH3:15])[CH3:16])=[O:20])[CH2:26][C:27]1[CH:32]=[CH:31][C:30]([OH:33])=[C:29]([Cl:34])[CH:28]=1. The catalyst class is: 1. (2) The catalyst class is: 43. Product: [CH3:1][O:2][C:3](=[O:19])[CH2:4][CH2:5][CH2:6][CH2:7][CH2:8][CH2:9][N:10]1[C:15](=[O:16])[CH2:14][CH2:13][CH2:12][CH:11]1[CH2:17][OH:18]. Reactant: [CH3:1][O:2][C:3](=[O:19])[CH2:4][CH2:5][CH2:6][C:7]#[C:8][CH2:9][N:10]1[C:15](=[O:16])[CH2:14][CH2:13][CH2:12][CH:11]1[CH2:17][OH:18].[H][H]. (3) The catalyst class is: 173. Product: [CH2:1]([O:8][C:9]1[CH:30]=[C:29]([O:31][CH2:32][C:33]2[CH:38]=[CH:37][CH:36]=[CH:35][CH:34]=2)[C:28]([C:39]([CH3:41])=[CH2:40])=[CH:27][C:10]=1[C:11]([N:13]([CH3:44])[C:14]1[CH:15]=[CH:16][C:17]([CH2:20][N:21]2[CH2:26][CH2:25][O:24][CH2:23][CH2:22]2)=[CH:18][CH:19]=1)=[O:12])[C:2]1[CH:3]=[CH:4][CH:5]=[CH:6][CH:7]=1. Reactant: [CH2:1]([O:8][C:9]1[CH:30]=[C:29]([O:31][CH2:32][C:33]2[CH:38]=[CH:37][CH:36]=[CH:35][CH:34]=2)[C:28]([C:39]([CH3:41])=[CH2:40])=[CH:27][C:10]=1[C:11]([NH:13][C:14]1[CH:19]=[CH:18][C:17]([CH2:20][N:21]2[CH2:26][CH2:25][O:24][CH2:23][CH2:22]2)=[CH:16][CH:15]=1)=[O:12])[C:2]1[CH:7]=[CH:6][CH:5]=[CH:4][CH:3]=1.[H-].[Na+].[CH3:44]I. (4) Reactant: [H-].[Na+].[F:3][C:4]1[CH:9]=[C:8]([F:10])[CH:7]=[CH:6][C:5]=1[OH:11].[I:12][C:13]1[C:21]2[C:16](=[N:17][C:18](S(C)(=O)=O)=[N:19][CH:20]=2)[N:15]([CH2:26][O:27][CH2:28][CH2:29][Si:30]([CH3:33])([CH3:32])[CH3:31])[N:14]=1. Product: [F:3][C:4]1[CH:9]=[C:8]([F:10])[CH:7]=[CH:6][C:5]=1[O:11][C:18]1[N:17]=[C:16]2[N:15]([CH2:26][O:27][CH2:28][CH2:29][Si:30]([CH3:33])([CH3:32])[CH3:31])[N:14]=[C:13]([I:12])[C:21]2=[CH:20][N:19]=1. The catalyst class is: 3. (5) The catalyst class is: 14. Product: [Cl:12][C:8]1[CH:9]=[C:10]([CH3:11])[C:5]([C:3]2[N:14]=[C:15]([NH2:17])[S:16][CH:2]=2)=[C:6]([CH3:13])[CH:7]=1. Reactant: Br[CH2:2][C:3]([C:5]1[C:10]([CH3:11])=[CH:9][C:8]([Cl:12])=[CH:7][C:6]=1[CH3:13])=O.[NH2:14][C:15]([NH2:17])=[S:16]. (6) Reactant: [CH2:1]([O:8][C:9](=[O:46])[N:10]([C@@H:12]([CH3:45])[C:13]([N:15]([C@H:17]([C:40]1[O:41]C=CC=1)[C@H:18]([CH3:39])[CH2:19][CH2:20][O:21][Si:22]([C:35]([CH3:38])([CH3:37])[CH3:36])([C:29]1[CH:34]=[CH:33][CH:32]=[CH:31][CH:30]=1)[C:23]1[CH:28]=[CH:27][CH:26]=[CH:25][CH:24]=1)[CH3:16])=[O:14])[CH3:11])[C:2]1[CH:7]=[CH:6][CH:5]=[CH:4][CH:3]=1.[OH2:47].C(Cl)(Cl)(Cl)Cl.CC#N. Product: [CH2:1]([O:8][C:9]([N:10]([CH3:11])[C@@H:12]([CH3:45])[C:13]([N:15]([C@@H:17]([C@H:18]([CH3:39])[CH2:19][CH2:20][O:21][Si:22]([C:35]([CH3:37])([CH3:36])[CH3:38])([C:29]1[CH:34]=[CH:33][CH:32]=[CH:31][CH:30]=1)[C:23]1[CH:28]=[CH:27][CH:26]=[CH:25][CH:24]=1)[C:40]([OH:41])=[O:47])[CH3:16])=[O:14])=[O:46])[C:2]1[CH:7]=[CH:6][CH:5]=[CH:4][CH:3]=1. The catalyst class is: 144.